This data is from Full USPTO retrosynthesis dataset with 1.9M reactions from patents (1976-2016). The task is: Predict the reactants needed to synthesize the given product. (1) Given the product [OH:16][CH2:15][CH2:14][CH2:13][S:12][CH2:11][CH2:10][N:9]([CH2:8][C@@H:7]([C:1]1[CH:6]=[CH:5][CH:4]=[CH:3][CH:2]=1)[CH3:17])[C:25](=[O:26])[O:27][C:28]([CH3:31])([CH3:30])[CH3:29], predict the reactants needed to synthesize it. The reactants are: [C:1]1([C@@H:7]([CH3:17])[CH2:8][NH:9][CH2:10][CH2:11][S:12][CH2:13][CH2:14][CH2:15][OH:16])[CH:6]=[CH:5][CH:4]=[CH:3][CH:2]=1.C(N(CC)CC)C.[C:25](O[C:25]([O:27][C:28]([CH3:31])([CH3:30])[CH3:29])=[O:26])([O:27][C:28]([CH3:31])([CH3:30])[CH3:29])=[O:26]. (2) Given the product [F:10][C:9]([F:11])([F:12])[C:7]1[CH:6]=[C:5]([C:13]2[N:17]=[CH:16][N:15](/[CH:18]=[CH:19]\[C:20]([NH:35][NH:34][C:32](=[O:33])[C:31]([N:28]3[CH2:29][CH2:30][O:25][CH2:26][CH2:27]3)=[O:36])=[O:22])[N:14]=2)[CH:4]=[C:3]([C:2]([F:1])([F:23])[F:24])[CH:8]=1, predict the reactants needed to synthesize it. The reactants are: [F:1][C:2]([F:24])([F:23])[C:3]1[CH:4]=[C:5]([C:13]2[N:17]=[CH:16][N:15](/[CH:18]=[CH:19]\[C:20]([OH:22])=O)[N:14]=2)[CH:6]=[C:7]([C:9]([F:12])([F:11])[F:10])[CH:8]=1.[O:25]1[CH2:30][CH2:29][N:28]([C:31](=[O:36])[C:32]([NH:34][NH2:35])=[O:33])[CH2:27][CH2:26]1.C(P1(=O)OP(CCC)(=O)OP(CCC)(=O)O1)CC.CCN(C(C)C)C(C)C. (3) Given the product [Cl:8][C:9]1[N:10]=[C:11]([N:19]2[CH2:23][CH2:22][C@H:21]([N:24]([CH3:3])[C:25](=[O:31])[O:26][C:27]([CH3:28])([CH3:30])[CH3:29])[CH2:20]2)[C:12]2[N:18]=[CH:17][CH:16]=[CH:15][C:13]=2[N:14]=1, predict the reactants needed to synthesize it. The reactants are: [H-].[Na+].[CH3:3]N(C)C=O.[Cl:8][C:9]1[N:10]=[C:11]([N:19]2[CH2:23][CH2:22][C@H:21]([NH:24][C:25](=[O:31])[O:26][C:27]([CH3:30])([CH3:29])[CH3:28])[CH2:20]2)[C:12]2[N:18]=[CH:17][CH:16]=[CH:15][C:13]=2[N:14]=1.CI. (4) Given the product [C:13]([CH2:10][C:6]1[CH:5]=[C:4]([CH:9]=[CH:8][CH:7]=1)[C:3]([O:2][CH3:1])=[O:12])#[N:14], predict the reactants needed to synthesize it. The reactants are: [CH3:1][O:2][C:3](=[O:12])[C:4]1[CH:9]=[CH:8][CH:7]=[C:6]([CH2:10]Br)[CH:5]=1.[C-:13]#[N:14].[Na+].O. (5) Given the product [CH2:1]([S:3]([C:6]1[CH:7]=[C:8]([C:12]2[CH:20]=[CH:19][C:18]([O:21][CH2:29][CH2:28][CH2:27][OH:34])=[C:17]3[C:13]=2[C:14]2[CH:25]=[C:24]([CH3:26])[CH:23]=[N:22][C:15]=2[NH:16]3)[CH:9]=[CH:10][CH:11]=1)(=[O:5])=[O:4])[CH3:2], predict the reactants needed to synthesize it. The reactants are: [CH2:1]([S:3]([C:6]1[CH:7]=[C:8]([C:12]2[CH:20]=[CH:19][C:18]([OH:21])=[C:17]3[C:13]=2[C:14]2[CH:25]=[C:24]([CH3:26])[CH:23]=[N:22][C:15]=2[NH:16]3)[CH:9]=[CH:10][CH:11]=1)(=[O:5])=[O:4])[CH3:2].[CH2:27]([O:34]CCCO)[C:28]1C=CC=C[CH:29]=1. (6) Given the product [CH2:24]([Sn:19]([CH2:15][CH2:16][CH2:17][CH3:18])([CH2:20][CH2:21][CH2:22][CH3:23])[C:5]1[S:1][C:2]([C:12]([OH:13])([CH3:14])[CH3:11])=[N:3][CH:4]=1)[CH2:25][CH2:26][CH3:27], predict the reactants needed to synthesize it. The reactants are: [S:1]1[CH:5]=[CH:4][N:3]=[CH:2]1.[Li]CCCC.[CH3:11][C:12]([CH3:14])=[O:13].[CH2:15]([Sn:19](Cl)([CH2:24][CH2:25][CH2:26][CH3:27])[CH2:20][CH2:21][CH2:22][CH3:23])[CH2:16][CH2:17][CH3:18].[NH4+].[Cl-].